Dataset: Forward reaction prediction with 1.9M reactions from USPTO patents (1976-2016). Task: Predict the product of the given reaction. The product is: [CH2:16]([O:15][C:13]([C:10]1[CH:11]=[C:12]2[C:7]([C:6]([Cl:20])=[CH:5][N:4]2[CH:1]2[CH2:2][CH2:3]2)=[C:8]([O:18][CH3:19])[CH:9]=1)=[O:14])[CH3:17]. Given the reactants [CH:1]1([N:4]2[C:12]3[C:7](=[C:8]([O:18][CH3:19])[CH:9]=[C:10]([C:13]([O:15][CH2:16][CH3:17])=[O:14])[CH:11]=3)[CH:6]=[CH:5]2)[CH2:3][CH2:2]1.[Cl:20]N1C(=O)CCC1=O, predict the reaction product.